This data is from Forward reaction prediction with 1.9M reactions from USPTO patents (1976-2016). The task is: Predict the product of the given reaction. (1) Given the reactants Cl[C:2]1[N:7]2[N:8]=[CH:9][CH:10]=[C:6]2[N:5]=[C:4]([CH3:11])[C:3]=1[CH:12]([CH2:18][CH2:19][CH3:20])[C:13]([O:15][CH2:16][CH3:17])=[O:14].[C:21]([NH:28][C@H:29]1[CH2:34][CH2:33][CH2:32][NH:31][CH2:30]1)([O:23][C:24]([CH3:27])([CH3:26])[CH3:25])=[O:22].C(N(C(C)C)CC)(C)C, predict the reaction product. The product is: [C:24]([O:23][C:21]([NH:28][C@H:29]1[CH2:34][CH2:33][CH2:32][N:31]([C:2]2[N:7]3[N:8]=[CH:9][CH:10]=[C:6]3[N:5]=[C:4]([CH3:11])[C:3]=2[CH:12]([CH2:18][CH2:19][CH3:20])[C:13]([O:15][CH2:16][CH3:17])=[O:14])[CH2:30]1)=[O:22])([CH3:27])([CH3:25])[CH3:26]. (2) Given the reactants [CH:1]([C:4]1[C:13]2[O:12][CH2:11][C:10](=[O:14])[NH:9][C:8]=2[CH:7]=[CH:6][CH:5]=1)([CH3:3])[CH3:2].[H-].[Na+].Br[CH2:18][C:19]([O:21][CH3:22])=[O:20].Cl, predict the reaction product. The product is: [CH3:22][O:21][C:19](=[O:20])[CH2:18][N:9]1[C:8]2[CH:7]=[CH:6][CH:5]=[C:4]([CH:1]([CH3:3])[CH3:2])[C:13]=2[O:12][CH2:11][C:10]1=[O:14]. (3) Given the reactants C(OC([N:8]1[CH2:13][CH2:12][C@@H:11]([N:14]2[C:18]3[CH:19]=[C:20]([F:23])[CH:21]=[CH:22][C:17]=3[N:16]=[C:15]2[NH2:24])[C@H:10]([O:25][C:26](=[O:28])[CH3:27])[CH2:9]1)=O)(C)(C)C.C(Cl)Cl.C(O)(C(F)(F)F)=O, predict the reaction product. The product is: [NH2:24][C:15]1[N:14]([C@@H:11]2[CH2:12][CH2:13][NH:8][CH2:9][C@H:10]2[O:25][C:26](=[O:28])[CH3:27])[C:18]2[CH:19]=[C:20]([F:23])[CH:21]=[CH:22][C:17]=2[N:16]=1. (4) Given the reactants Br[C:2]1[C:6]2[N:7]=[C:8]([Cl:17])[N:9]=[C:10]([N:11]3[CH2:16][CH2:15][O:14][CH2:13][CH2:12]3)[C:5]=2[S:4][CH:3]=1.[S:18]1[CH:22]=[CH:21][CH:20]=[C:19]1B(O)O, predict the reaction product. The product is: [Cl:17][C:8]1[N:9]=[C:10]([N:11]2[CH2:16][CH2:15][O:14][CH2:13][CH2:12]2)[C:5]2[S:4][CH:3]=[C:2]([C:19]3[S:18][CH:22]=[CH:21][CH:20]=3)[C:6]=2[N:7]=1. (5) Given the reactants [O:1]1[CH:5]=[CH:4][CH:3]=[C:2]1[C:6]1[O:7][C:8]([CH3:39])=[C:9]([CH2:11][O:12][C:13]2[CH:36]=[CH:35][C:16]([CH2:17][O:18][C:19]3[C:23](/[CH:24]=[CH:25]/[C:26]([NH2:28])=O)=[CH:22][N:21]([C:29]4[CH:34]=[CH:33][CH:32]=[CH:31][CH:30]=4)[N:20]=3)=[CH:15][C:14]=2[O:37][CH3:38])[N:10]=1.COC1C=CC(P2(SP(C3C=CC(OC)=CC=3)(=S)S2)=[S:49])=CC=1.N1C=CC=CC=1, predict the reaction product. The product is: [O:1]1[CH:5]=[CH:4][CH:3]=[C:2]1[C:6]1[O:7][C:8]([CH3:39])=[C:9]([CH2:11][O:12][C:13]2[CH:36]=[CH:35][C:16]([CH2:17][O:18][C:19]3[C:23](/[CH:24]=[CH:25]/[C:26](=[S:49])[NH2:28])=[CH:22][N:21]([C:29]4[CH:34]=[CH:33][CH:32]=[CH:31][CH:30]=4)[N:20]=3)=[CH:15][C:14]=2[O:37][CH3:38])[N:10]=1. (6) Given the reactants [BH4-].[Na+].[Br:3][C:4]1[CH:5]=[C:6]([N+:14]([O-:16])=[O:15])[C:7]([O:12][CH3:13])=[C:8]([CH:11]=1)[CH:9]=[O:10], predict the reaction product. The product is: [Br:3][C:4]1[CH:5]=[C:6]([N+:14]([O-:16])=[O:15])[C:7]([O:12][CH3:13])=[C:8]([CH:11]=1)[CH2:9][OH:10]. (7) The product is: [OH:1][C:2]1[C:3]([C:11]2([CH2:38][OH:39])[C:19]3[C:14](=[CH:15][CH:16]=[CH:17][CH:18]=3)[N:13]([CH2:20][CH2:21][CH2:22][CH2:23][CH3:24])[C:12]2=[O:25])=[CH:4][C:5]2[O:9][CH2:8][O:7][C:6]=2[CH:10]=1. Given the reactants [OH:1][C:2]1[C:3]([CH:11]2[C:19]3[C:14](=[CH:15][CH:16]=[CH:17][CH:18]=3)[N:13]([CH2:20][CH2:21][CH2:22][CH2:23][CH3:24])[C:12]2=[O:25])=[CH:4][C:5]2[O:9][CH2:8][O:7][C:6]=2[CH:10]=1.C(N(CC)CC)C.Cl[Si](C)(C)C.[CH2:38]=[O:39].FC(F)(F)S([O-])(=O)=O.[Yb+3].FC(F)(F)S([O-])(=O)=O.FC(F)(F)S([O-])(=O)=O, predict the reaction product. (8) Given the reactants Br[C:2]1[C:3]([N:16]2[CH2:21][CH2:20][C:19]([F:23])([F:22])[CH2:18][CH2:17]2)=[CH:4][C:5]([O:12][CH:13]([CH3:15])[CH3:14])=[C:6]([CH:11]=1)[C:7]([O:9][CH3:10])=[O:8].[CH:24]1(B(O)O)[CH2:26][CH2:25]1, predict the reaction product. The product is: [CH:24]1([C:2]2[C:3]([N:16]3[CH2:21][CH2:20][C:19]([F:23])([F:22])[CH2:18][CH2:17]3)=[CH:4][C:5]([O:12][CH:13]([CH3:15])[CH3:14])=[C:6]([CH:11]=2)[C:7]([O:9][CH3:10])=[O:8])[CH2:26][CH2:25]1. (9) Given the reactants Cl[C:2]1[C:12]2[CH2:11][CH2:10][N:9]([C:13]3[C:18]([C:19]([F:22])([F:21])[F:20])=[CH:17][CH:16]=[CH:15][N:14]=3)[CH2:8][CH2:7][C:6]=2[N:5]=[C:4]([S:23][CH3:24])[N:3]=1.CSC1N=C(O)C2CCN([C:37]3[C:42]([C:43]([F:46])([F:45])[F:44])=[CH:41][CH:40]=[CH:39][N:38]=3)CCC=2N=1.O=P(Cl)(Cl)Cl.[CH3:54]C#N, predict the reaction product. The product is: [CH3:24][S:23][C:4]1[N:3]=[C:2]([NH:38][C:39]2[CH:40]=[CH:41][C:42]([C:43]([F:44])([F:45])[F:46])=[CH:37][CH:54]=2)[C:12]2[CH2:11][CH2:10][N:9]([C:13]3[C:18]([C:19]([F:22])([F:21])[F:20])=[CH:17][CH:16]=[CH:15][N:14]=3)[CH2:8][CH2:7][C:6]=2[N:5]=1.